Dataset: Full USPTO retrosynthesis dataset with 1.9M reactions from patents (1976-2016). Task: Predict the reactants needed to synthesize the given product. Given the product [CH2:8]([C:5]1[CH:6]=[CH:7][C:2]([C:19]2[CH:20]=[CH:21][C:16]([C:14]([O:13][CH3:12])=[O:15])=[CH:17][CH:18]=2)=[CH:3][CH:4]=1)[CH2:9][CH2:10][CH3:11], predict the reactants needed to synthesize it. The reactants are: Br[C:2]1[CH:7]=[CH:6][C:5]([CH2:8][CH2:9][CH2:10][CH3:11])=[CH:4][CH:3]=1.[CH3:12][O:13][C:14]([C:16]1[CH:21]=[CH:20][C:19](B(O)O)=[CH:18][CH:17]=1)=[O:15].C([O-])([O-])=O.[Na+].[Na+].N#N.